This data is from Reaction yield outcomes from USPTO patents with 853,638 reactions. The task is: Predict the reaction yield, written as a fraction of the theoretical maximum amount of product (1.0 means a 100% yield; for example, 0.34 means a 34% yield). (1) The reactants are Br[C:2]1[CH:11]=[CH:10][CH:9]=[C:8]2[C:3]=1[CH2:4][CH2:5][CH2:6][N:7]2[C:12](=[O:25])[CH2:13][CH2:14][CH2:15][O:16][C:17]1[CH:22]=[CH:21][CH:20]=[C:19]([CH3:23])[C:18]=1[CH3:24].[C:26]([Zn]C#N)#[N:27]. The catalyst is CN(C=O)C.C1(P(C2C=CC=CC=2)[C-]2C=CC=C2)C=CC=CC=1.[C-]1(P(C2C=CC=CC=2)C2C=CC=CC=2)C=CC=C1.[Fe+2].C1C=CC(/C=C/C(/C=C/C2C=CC=CC=2)=O)=CC=1.C1C=CC(/C=C/C(/C=C/C2C=CC=CC=2)=O)=CC=1.C1C=CC(/C=C/C(/C=C/C2C=CC=CC=2)=O)=CC=1.[Pd].[Pd]. The product is [CH3:24][C:18]1[C:19]([CH3:23])=[CH:20][CH:21]=[CH:22][C:17]=1[O:16][CH2:15][CH2:14][CH2:13][C:12]([N:7]1[C:8]2[CH:9]=[CH:10][CH:11]=[C:2]([C:26]#[N:27])[C:3]=2[CH2:4][CH2:5][CH2:6]1)=[O:25]. The yield is 0.820. (2) The reactants are [OH-].[NH3:2].[Br:3][C:4]1[C:5]([CH3:16])=[CH:6][CH:7]=[C:8]2[C:13]=1[N:12]=[C:11]([Cl:14])[N:10]=[C:9]2Cl. The catalyst is C1COCC1.CC(=O)OCC. The product is [Br:3][C:4]1[C:5]([CH3:16])=[CH:6][CH:7]=[C:8]2[C:13]=1[N:12]=[C:11]([Cl:14])[N:10]=[C:9]2[NH2:2]. The yield is 0.909.